Dataset: Forward reaction prediction with 1.9M reactions from USPTO patents (1976-2016). Task: Predict the product of the given reaction. (1) Given the reactants [CH:1]1([CH2:4][N:5]2[C:9]3=[N:10][CH:11]=[C:12]([NH:14][CH3:15])[CH:13]=[C:8]3[N:7]=[C:6]2[CH2:16][C:17]2[CH:22]=[CH:21][C:20]([O:23][CH2:24][CH3:25])=[CH:19][CH:18]=2)[CH2:3][CH2:2]1.C(N(CC)CC)C.[C:33]1([S:39](Cl)(=[O:41])=[O:40])[CH:38]=[CH:37][CH:36]=[CH:35][CH:34]=1.CC(O)=O, predict the reaction product. The product is: [CH:1]1([CH2:4][N:5]2[C:9]3=[N:10][CH:11]=[C:12]([N:14]([CH3:15])[S:39]([C:33]4[CH:38]=[CH:37][CH:36]=[CH:35][CH:34]=4)(=[O:41])=[O:40])[CH:13]=[C:8]3[N:7]=[C:6]2[CH2:16][C:17]2[CH:22]=[CH:21][C:20]([O:23][CH2:24][CH3:25])=[CH:19][CH:18]=2)[CH2:3][CH2:2]1. (2) Given the reactants [C:1]([C@H:4]1[CH2:8][CH2:7][CH2:6][N:5]1[C:9]([O:11][C:12]([CH3:15])([CH3:14])[CH3:13])=[O:10])(=[S:3])[NH2:2].Br[CH2:17][C:18]([C:20]1[CH:25]=[CH:24][N:23]=[CH:22][CH:21]=1)=O.Br.C([O-])([O-])=O.[K+].[K+], predict the reaction product. The product is: [N:23]1[CH:24]=[CH:25][C:20]([C:18]2[N:2]=[C:1]([C@H:4]3[CH2:8][CH2:7][CH2:6][N:5]3[C:9]([O:11][C:12]([CH3:15])([CH3:14])[CH3:13])=[O:10])[S:3][CH:17]=2)=[CH:21][CH:22]=1.